From a dataset of Forward reaction prediction with 1.9M reactions from USPTO patents (1976-2016). Predict the product of the given reaction. (1) Given the reactants Cl[C:2]1[N:3]=[C:4]([N:24]2[CH2:29][CH2:28][O:27][CH2:26][CH2:25]2)[C:5]2[S:10][C:9]([C:11]3[CH:12]=[C:13]([C:17]([NH:19][CH2:20][C@@H:21]([OH:23])[CH3:22])=[O:18])[CH:14]=[N:15][CH:16]=3)=[CH:8][C:6]=2[N:7]=1.CC1(C)C(C)(C)OB([C:38]2[CH:46]=[CH:45][CH:44]=[C:43]3[C:39]=2[CH:40]=[N:41][NH:42]3)O1, predict the reaction product. The product is: [NH:42]1[C:43]2[C:39](=[C:38]([C:2]3[N:3]=[C:4]([N:24]4[CH2:29][CH2:28][O:27][CH2:26][CH2:25]4)[C:5]4[S:10][C:9]([C:11]5[CH:12]=[C:13]([C:17]([NH:19][CH2:20][C@@H:21]([OH:23])[CH3:22])=[O:18])[CH:14]=[N:15][CH:16]=5)=[CH:8][C:6]=4[N:7]=3)[CH:46]=[CH:45][CH:44]=2)[CH:40]=[N:41]1. (2) Given the reactants [NH:1]1[C:6]2N=[CH:8][CH:9]=[CH:10][C:5]=2[C:4](=[O:11])[O:3][C:2]1=[O:12].[CH2:13](Br)[C:14]1[CH:19]=[CH:18][CH:17]=[CH:16][CH:15]=1.[CH2:21](Br)CCC, predict the reaction product. The product is: [CH2:13]([N:1]1[C:6]2[CH2:21][CH2:8][CH2:9][CH2:10][C:5]=2[C:4](=[O:11])[O:3][C:2]1=[O:12])[C:14]1[CH:19]=[CH:18][CH:17]=[CH:16][CH:15]=1.